From a dataset of Full USPTO retrosynthesis dataset with 1.9M reactions from patents (1976-2016). Predict the reactants needed to synthesize the given product. (1) The reactants are: [CH3:1][O:2][C:3](=[O:39])[NH:4][C@H:5]([C:9]([N:11]1[CH2:15][CH2:14][CH2:13][C@H:12]1[C:16]1[NH:17][CH:18]=[C:19]([C:21]2[CH:26]=[CH:25][C:24]([C:27]3[CH:32]=[C:31]([F:33])[C:30]([NH2:34])=[CH:29][C:28]=3[C:35]([F:38])([F:37])[F:36])=[CH:23][CH:22]=2)[N:20]=1)=[O:10])[CH:6]([CH3:8])[CH3:7].C(Cl)Cl.CC(N(C)C)=O.[F:49][C:50]1[CH:55]=[CH:54][C:53]([C:56](Cl)=[O:57])=[CH:52][N:51]=1. Given the product [CH3:1][O:2][C:3](=[O:39])[NH:4][C@H:5]([C:9]([N:11]1[CH2:15][CH2:14][CH2:13][C@H:12]1[C:16]1[NH:17][CH:18]=[C:19]([C:21]2[CH:22]=[CH:23][C:24]([C:27]3[CH:32]=[C:31]([F:33])[C:30]([NH:34][C:56]([C:53]4[CH:52]=[N:51][C:50]([F:49])=[CH:55][CH:54]=4)=[O:57])=[CH:29][C:28]=3[C:35]([F:37])([F:38])[F:36])=[CH:25][CH:26]=2)[N:20]=1)=[O:10])[CH:6]([CH3:8])[CH3:7], predict the reactants needed to synthesize it. (2) The reactants are: [C:1]([O:5][C:6]([NH:8][C@@H:9]([CH2:14][CH2:15][C:16](=[O:23])[C:17]#[C:18][Si:19]([CH3:22])([CH3:21])[CH3:20])[C:10]([O:12][CH3:13])=[O:11])=[O:7])([CH3:4])([CH3:3])[CH3:2]. Given the product [CH3:13][O:12][C:10](=[O:11])[C@@H:9]([NH:8][C:6]([O:5][C:1]([CH3:3])([CH3:2])[CH3:4])=[O:7])[CH2:14][CH2:15][C@H:16]([OH:23])[C:17]#[C:18][Si:19]([CH3:22])([CH3:20])[CH3:21], predict the reactants needed to synthesize it.